This data is from Forward reaction prediction with 1.9M reactions from USPTO patents (1976-2016). The task is: Predict the product of the given reaction. (1) Given the reactants O.Cl.[K].O.[C:5]1([CH3:15])[CH:10]=[CH:9][C:8]([S:11]([OH:14])(=[O:13])=[O:12])=[CH:7][CH:6]=1, predict the reaction product. The product is: [CH3:15][C:5]1[CH:10]=[CH:9][C:8]([S:11]([OH:14])(=[O:13])=[O:12])=[CH:7][CH:6]=1. (2) Given the reactants [F:1][C:2]([F:12])([C:8]([F:11])([F:10])[F:9])/[CH:3]=[CH:4]/[C:5]([OH:7])=O.CN(C(ON1N=NC2C=CC=CC1=2)=[N+](C)C)C.F[P-](F)(F)(F)(F)F.C(N(CC)CC)C.Cl.[CH3:45][C:46]1[CH:55]=[C:54]([NH:56][CH2:57][CH2:58][CH2:59][NH2:60])[C:53]2[C:48](=[CH:49][CH:50]=[CH:51][CH:52]=2)[N:47]=1.[O-2].[Al+3].[O-2].[O-2].[Al+3], predict the reaction product. The product is: [F:12][C:2]([F:1])([C:8]([F:11])([F:10])[F:9])/[CH:3]=[CH:4]/[C:5]([NH:60][CH2:59][CH2:58][CH2:57][NH:56][C:54]1[C:53]2[C:48](=[CH:49][CH:50]=[CH:51][CH:52]=2)[N:47]=[C:46]([CH3:45])[CH:55]=1)=[O:7]. (3) Given the reactants [O:1]1CCO[CH:2]1[C:6]1[CH:23]=[CH:22][CH:21]=[CH:20][C:7]=1[CH2:8][N:9]1[C:14]2[CH:15]=[CH:16][NH:17][C:13]=2[C:12](=[O:18])[NH:11][C:10]1=[S:19].C(O)(C(F)(F)F)=O, predict the reaction product. The product is: [O:18]=[C:12]1[NH:11][C:10](=[S:19])[N:9]([CH2:8][C:7]2[CH:20]=[CH:21][CH:22]=[CH:23][C:6]=2[CH:2]=[O:1])[C:14]2[CH:15]=[CH:16][NH:17][C:13]1=2. (4) Given the reactants Br[C:2]1[CH:3]=[CH:4][C:5]2[S:9][C:8]3[CH2:10][CH2:11][CH:12]([C:14]([O:16][CH2:17][CH3:18])=[O:15])[CH2:13][C:7]=3[C:6]=2[CH:19]=1.[C:20]([Cu])#[N:21], predict the reaction product. The product is: [C:20]([C:2]1[CH:3]=[CH:4][C:5]2[S:9][C:8]3[CH2:10][CH2:11][CH:12]([C:14]([O:16][CH2:17][CH3:18])=[O:15])[CH2:13][C:7]=3[C:6]=2[CH:19]=1)#[N:21]. (5) The product is: [CH2:20]([O:22][C:23](=[O:26])[CH2:24][O:8][C:7]1[CH:4]=[CH:3][C:2]([CH:1]=[O:13])=[CH:12][C:9]=1[C:14]([O:17][CH2:28][C:27]([O:32][CH2:31][CH3:30])=[O:29])=[O:16])[CH3:21]. Given the reactants [CH:1](=[O:13])[C:2]1[CH:12]=[C:9](OC)[C:7]([OH:8])=[C:4](OC)[CH:3]=1.[C:14]([O-:17])([O-:16])=O.[K+].[K+].[CH2:20]([O:22][C:23](=[O:26])[CH2:24]Br)[CH3:21].[CH2:27]([OH:29])[CH3:28].[CH3:30][C:31](C)=[O:32], predict the reaction product.